Dataset: Full USPTO retrosynthesis dataset with 1.9M reactions from patents (1976-2016). Task: Predict the reactants needed to synthesize the given product. (1) The reactants are: [N+:1]([C:4]1[CH:5]=[C:6]([CH:9]=[C:10]([C:12]([F:15])([F:14])[F:13])[CH:11]=1)[C:7]#[N:8])([O-:3])=[O:2].[N-:16]=[N+:17]=[N-:18].[Na+]. Given the product [N+:1]([C:4]1[CH:5]=[C:6]([C:7]2[N:16]=[N:17][NH:18][N:8]=2)[CH:9]=[C:10]([C:12]([F:13])([F:14])[F:15])[CH:11]=1)([O-:3])=[O:2], predict the reactants needed to synthesize it. (2) Given the product [CH2:1]([O:3][C:4]([C:6]1([C:9]2[CH:14]=[CH:13][C:12]([C:15]3[CH:20]=[CH:19][C:18]([C:21]4[S:22][C:23]([F:29])=[CH:24][C:25]=4[NH:34][C:37]([O:65][CH:63]([C:60]4[CH:61]=[CH:62][C:57]([F:56])=[CH:58][C:59]=4[CH3:66])[CH3:64])=[O:46])=[CH:17][C:16]=3[O:30][CH3:31])=[CH:11][CH:10]=2)[CH2:8][CH2:7]1)=[O:5])[CH3:2], predict the reactants needed to synthesize it. The reactants are: [CH2:1]([O:3][C:4]([C:6]1([C:9]2[CH:14]=[CH:13][C:12]([C:15]3[CH:20]=[CH:19][C:18]([C:21]4[S:22][C:23]([F:29])=[CH:24][C:25]=4C(O)=O)=[CH:17][C:16]=3[O:30][CH3:31])=[CH:11][CH:10]=2)[CH2:8][CH2:7]1)=[O:5])[CH3:2].C([N:34]([CH2:37]C)CC)C.C1(P(N=[N+]=[N-])(C2C=CC=CC=2)=[O:46])C=CC=CC=1.[F:56][C:57]1[CH:62]=[CH:61][C:60]([CH:63]([OH:65])[CH3:64])=[C:59]([CH3:66])[CH:58]=1.